From a dataset of NCI-60 drug combinations with 297,098 pairs across 59 cell lines. Regression. Given two drug SMILES strings and cell line genomic features, predict the synergy score measuring deviation from expected non-interaction effect. (1) Synergy scores: CSS=6.21, Synergy_ZIP=-1.04, Synergy_Bliss=-1.13, Synergy_Loewe=-5.02, Synergy_HSA=-0.638. Drug 1: CC(CN1CC(=O)NC(=O)C1)N2CC(=O)NC(=O)C2. Cell line: HOP-62. Drug 2: C1CNP(=O)(OC1)N(CCCl)CCCl. (2) Drug 1: CC1=C(C(=CC=C1)Cl)NC(=O)C2=CN=C(S2)NC3=CC(=NC(=N3)C)N4CCN(CC4)CCO. Drug 2: C(CCl)NC(=O)N(CCCl)N=O. Cell line: PC-3. Synergy scores: CSS=21.5, Synergy_ZIP=-4.38, Synergy_Bliss=-1.77, Synergy_Loewe=-9.75, Synergy_HSA=1.54. (3) Drug 1: CN1C(=O)N2C=NC(=C2N=N1)C(=O)N. Drug 2: COC1=C2C(=CC3=C1OC=C3)C=CC(=O)O2. Cell line: SK-OV-3. Synergy scores: CSS=-3.08, Synergy_ZIP=2.79, Synergy_Bliss=4.04, Synergy_Loewe=-0.804, Synergy_HSA=-0.893. (4) Drug 1: C1=CC(=CC=C1CC(C(=O)O)N)N(CCCl)CCCl.Cl. Drug 2: C1CN1P(=S)(N2CC2)N3CC3. Cell line: CAKI-1. Synergy scores: CSS=23.3, Synergy_ZIP=-9.82, Synergy_Bliss=-2.26, Synergy_Loewe=-5.63, Synergy_HSA=1.26.